Task: Predict the reactants needed to synthesize the given product.. Dataset: Full USPTO retrosynthesis dataset with 1.9M reactions from patents (1976-2016) (1) Given the product [Cl:15][CH2:14][CH2:13][CH2:12][O:1][C:2]1[CH:3]=[C:4]([C:8](=[O:10])[CH3:9])[CH:5]=[CH:6][CH:7]=1, predict the reactants needed to synthesize it. The reactants are: [OH:1][C:2]1[CH:3]=[C:4]([C:8](=[O:10])[CH3:9])[CH:5]=[CH:6][CH:7]=1.Br[CH2:12][CH2:13][CH2:14][Cl:15].C(=O)([O-])[O-].[K+].[K+]. (2) Given the product [C:1]([O:5][C:6](=[O:17])[NH:7][CH2:8][C:9]1[C:14]([Br:15])=[CH:13][N:12]2[C:28]([N:29]([CH2:31][CH2:32][O:33][CH3:34])[CH3:30])=[CH:27][N:16]=[C:11]2[CH:10]=1)([CH3:4])([CH3:2])[CH3:3], predict the reactants needed to synthesize it. The reactants are: [C:1]([O:5][C:6](=[O:17])[NH:7][CH2:8][C:9]1[C:14]([Br:15])=[CH:13][N:12]=[C:11]([NH2:16])[CH:10]=1)([CH3:4])([CH3:3])[CH3:2].N1([CH:27](N(CCOC)C)[CH:28](N2C3C=CC=CC=3N=N2)[N:29]([CH2:31][CH2:32][O:33][CH3:34])[CH3:30])C2C=CC=CC=2N=N1. (3) Given the product [Si:44]([O:35][CH2:34][CH:2]([OH:1])[CH2:3][O:4][C:5]1[CH:6]=[C:7]([CH:31]=[CH:32][CH:33]=1)[C:8]([N:10]1[CH2:11][CH2:12][CH:13]([C:16]2[CH:17]=[C:18]([CH:28]=[CH:29][CH:30]=2)[CH2:19][NH:20][C:21](=[O:27])[O:22][C:23]([CH3:24])([CH3:25])[CH3:26])[CH2:14][CH2:15]1)=[O:9])([C:47]([CH3:50])([CH3:49])[CH3:48])([CH3:46])[CH3:45], predict the reactants needed to synthesize it. The reactants are: [OH:1][CH:2]([CH2:34][OH:35])[CH2:3][O:4][C:5]1[CH:6]=[C:7]([CH:31]=[CH:32][CH:33]=1)[C:8]([N:10]1[CH2:15][CH2:14][CH:13]([C:16]2[CH:17]=[C:18]([CH:28]=[CH:29][CH:30]=2)[CH2:19][NH:20][C:21](=[O:27])[O:22][C:23]([CH3:26])([CH3:25])[CH3:24])[CH2:12][CH2:11]1)=[O:9].N1C(C)=CC=CC=1C.[Si:44](OS(C(F)(F)F)(=O)=O)([C:47]([CH3:50])([CH3:49])[CH3:48])([CH3:46])[CH3:45].C(OCC)(=O)C. (4) Given the product [CH2:1]([O:3][C:4]([C:6]1[CH:7]=[C:8]2[C:13](=[CH:14][CH:15]=1)[NH:12][CH:11]([C:16]1[CH:21]=[CH:20][CH:19]=[C:18]([C:22](=[O:24])[NH:27][C:28]3[CH:33]=[CH:32][CH:31]=[CH:30][CH:29]=3)[CH:17]=1)[CH2:10][C:9]2([CH3:25])[CH3:26])=[O:5])[CH3:2], predict the reactants needed to synthesize it. The reactants are: [CH2:1]([O:3][C:4]([C:6]1[CH:7]=[C:8]2[C:13](=[CH:14][CH:15]=1)[NH:12][CH:11]([C:16]1[CH:21]=[CH:20][CH:19]=[C:18]([C:22]([OH:24])=O)[CH:17]=1)[CH2:10][C:9]2([CH3:26])[CH3:25])=[O:5])[CH3:2].[NH2:27][C:28]1[CH:33]=[CH:32][CH:31]=[CH:30][CH:29]=1.CN(C(ON1N=NC2C=CC=NC1=2)=[N+](C)C)C.F[P-](F)(F)(F)(F)F.C(N(CC)CC)C. (5) Given the product [CH2:34]([O:36][C:37]([C:39]1[N:43]([CH2:44][C:45]2[CH:46]=[CH:47][C:48]([C:51]3[CH:56]=[CH:55][CH:54]=[CH:53][C:52]=3[C:57]3[N:61]([C:62]([C:63]4[CH:68]=[CH:67][CH:66]=[CH:65][CH:64]=4)([C:75]4[CH:76]=[CH:77][CH:78]=[CH:79][CH:80]=4)[C:69]4[CH:70]=[CH:71][CH:72]=[CH:73][CH:74]=4)[N:60]=[N:59][N:58]=3)=[CH:49][CH:50]=2)[C:42]([CH2:81][CH2:82][CH3:83])=[N:41][C:40]=1[CH2:84][O:8][C:9]1[CH:14]=[CH:13][C:12]([S:15][C:16]2[CH:21]=[CH:20][C:19]([N+:22]([O-:24])=[O:23])=[C:18]([N:25]([C:27]([O:29][C:30]([CH3:33])([CH3:32])[CH3:31])=[O:28])[CH3:26])[CH:17]=2)=[CH:11][CH:10]=1)=[O:38])[CH3:35], predict the reactants needed to synthesize it. The reactants are: [H-].[Na+].CN(C)C=O.[OH:8][C:9]1[CH:14]=[CH:13][C:12]([S:15][C:16]2[CH:21]=[CH:20][C:19]([N+:22]([O-:24])=[O:23])=[C:18]([N:25]([C:27]([O:29][C:30]([CH3:33])([CH3:32])[CH3:31])=[O:28])[CH3:26])[CH:17]=2)=[CH:11][CH:10]=1.[CH2:34]([O:36][C:37]([C:39]1[N:43]([CH2:44][C:45]2[CH:50]=[CH:49][C:48]([C:51]3[CH:56]=[CH:55][CH:54]=[CH:53][C:52]=3[C:57]3[N:61]([C:62]([C:75]4[CH:80]=[CH:79][CH:78]=[CH:77][CH:76]=4)([C:69]4[CH:74]=[CH:73][CH:72]=[CH:71][CH:70]=4)[C:63]4[CH:68]=[CH:67][CH:66]=[CH:65][CH:64]=4)[N:60]=[N:59][N:58]=3)=[CH:47][CH:46]=2)[C:42]([CH2:81][CH2:82][CH3:83])=[N:41][C:40]=1[CH2:84]Cl)=[O:38])[CH3:35]. (6) Given the product [NH2:1][C:4]1[CH:17]=[CH:16][C:7]2[N:8]=[C:9]([C:11]([O:13][CH2:14][CH3:15])=[O:12])[NH:10][C:6]=2[CH:5]=1, predict the reactants needed to synthesize it. The reactants are: [N+:1]([C:4]1[CH:17]=[CH:16][C:7]2[N:8]=[C:9]([C:11]([O:13][CH2:14][CH3:15])=[O:12])[NH:10][C:6]=2[CH:5]=1)([O-])=O. (7) Given the product [C:1]([C:4]1[CH:9]=[CH:8][C:7]([NH:10][C:11](=[O:13])[CH3:12])=[CH:6][C:5]=1[O:14][CH2:17][CH:16]=[CH2:15])(=[O:3])[CH3:2], predict the reactants needed to synthesize it. The reactants are: [C:1]([C:4]1[CH:9]=[CH:8][C:7]([NH:10][C:11](=[O:13])[CH3:12])=[CH:6][C:5]=1[OH:14])(=[O:3])[CH3:2].[CH2:15](Br)[CH:16]=[CH2:17].C(=O)([O-])[O-].[K+].[K+].O.